Dataset: Full USPTO retrosynthesis dataset with 1.9M reactions from patents (1976-2016). Task: Predict the reactants needed to synthesize the given product. Given the product [F:1][C:2]([F:11])([C:13]1[CH:18]=[CH:17][C:16]([Cl:19])=[CH:15][CH:14]=1)[C:3]([C:5]1[CH:6]=[CH:7][CH:8]=[CH:9][CH:10]=1)=[O:4], predict the reactants needed to synthesize it. The reactants are: [F:1][CH:2]([F:11])[C:3]([C:5]1[CH:10]=[CH:9][CH:8]=[CH:7][CH:6]=1)=[O:4].Br[C:13]1[CH:18]=[CH:17][C:16]([Cl:19])=[CH:15][CH:14]=1.